From a dataset of Drug half-life prediction data from Obach et al.. Regression/Classification. Given a drug SMILES string, predict its absorption, distribution, metabolism, or excretion properties. Task type varies by dataset: regression for continuous measurements (e.g., permeability, clearance, half-life) or binary classification for categorical outcomes (e.g., BBB penetration, CYP inhibition). For this dataset (half_life_obach), we predict log10(half-life) (log10 of half-life in hours). (1) The molecule is COC(=O)C(c1ccccc1)C1CCCCN1. The log10(half-life) is 0.680. (2) The drug is CC(=O)N[C@H](Cc1ccc2ccccc2c1)C(=O)N[C@H](Cc1ccc(Cl)cc1)C(=O)N[C@H](Cc1cccnc1)C(=O)N[C@@H](CO)C(=O)N[C@@H](Cc1ccc(O)cc1)C(=O)N[C@H](CCCNC(N)=O)C(=O)N[C@@H](CC(C)C)C(=O)N[C@@H](CCCNC(=N)N)C(=O)N1CCC[C@H]1C(=O)N[C@H](C)C(N)=O. The log10(half-life) is 1.08. (3) The compound is CCCc1nc(C)c2c(=O)nc(-c3cc(S(=O)(=O)N4CCN(CC)CC4)ccc3OCC)[nH]n12. The log10(half-life) is 0.650. (4) The molecule is OC(CCN1CCCC1)(c1ccccc1)C1CCCCC1. The log10(half-life) is 1.08. (5) The compound is C[C@@H](CN1CC(=O)NC(=O)C1)N1CC(=O)NC(=O)C1. The log10(half-life) is 0.400. (6) The drug is CC(C)[C@H]1CC[C@H](C(=O)N[C@H](Cc2ccccc2)C(=O)O)CC1. The log10(half-life) is 0.180. (7) The log10(half-life) is 1.04. The compound is C/C=C1\NC(=O)[C@H]2CSSCC/C=C/[C@H](CC(=O)N[C@H](C(C)C)C(=O)N2)OC(=O)[C@H](C(C)C)NC1=O. (8) The molecule is N=C(N)c1ccc(C(=O)N[C@@H](Cc2ccc(O)cc2)C(=O)N2CCC(OCC(=O)O)CC2)cc1. The log10(half-life) is 0.320. (9) The compound is CN1C(=O)NC(=O)C(C)(C2=CCCCC2)C1=O. The log10(half-life) is 0.690.